From a dataset of NCI-60 drug combinations with 297,098 pairs across 59 cell lines. Regression. Given two drug SMILES strings and cell line genomic features, predict the synergy score measuring deviation from expected non-interaction effect. (1) Drug 1: C1CC2CC3=C(CC1C24CN(S(=O)(=O)N4)CC(F)(F)F)C=CC(=C3)C=CCN5CCC(CC5)C(F)(F)F. Synergy scores: CSS=60.6, Synergy_ZIP=9.54, Synergy_Bliss=10.3, Synergy_Loewe=-22.8, Synergy_HSA=11.7. Drug 2: CC(C)(C#N)C1=CC=C(C=C1)N2C3=C4C=C(C=CC4=NC=C3N(C2=O)C)C5=CC6=CC=CC=C6N=C5. Cell line: SW-620. (2) Drug 1: CC12CCC3C(C1CCC2=O)CC(=C)C4=CC(=O)C=CC34C. Drug 2: C1=CC=C(C=C1)NC(=O)CCCCCCC(=O)NO. Cell line: HCC-2998. Synergy scores: CSS=48.6, Synergy_ZIP=0.784, Synergy_Bliss=-2.28, Synergy_Loewe=-23.1, Synergy_HSA=-2.18. (3) Drug 1: CS(=O)(=O)CCNCC1=CC=C(O1)C2=CC3=C(C=C2)N=CN=C3NC4=CC(=C(C=C4)OCC5=CC(=CC=C5)F)Cl. Drug 2: CCC1(CC2CC(C3=C(CCN(C2)C1)C4=CC=CC=C4N3)(C5=C(C=C6C(=C5)C78CCN9C7C(C=CC9)(C(C(C8N6C)(C(=O)OC)O)OC(=O)C)CC)OC)C(=O)OC)O.OS(=O)(=O)O. Cell line: OVCAR-8. Synergy scores: CSS=1.92, Synergy_ZIP=0.809, Synergy_Bliss=4.00, Synergy_Loewe=-0.0141, Synergy_HSA=0.986. (4) Cell line: SF-539. Synergy scores: CSS=31.7, Synergy_ZIP=-7.74, Synergy_Bliss=-9.21, Synergy_Loewe=-27.4, Synergy_HSA=-8.65. Drug 1: C1=CC(=CC=C1CC(C(=O)O)N)N(CCCl)CCCl.Cl. Drug 2: CC1C(C(CC(O1)OC2CC(CC3=C2C(=C4C(=C3O)C(=O)C5=CC=CC=C5C4=O)O)(C(=O)C)O)N)O. (5) Drug 1: COC1=CC(=CC(=C1O)OC)C2C3C(COC3=O)C(C4=CC5=C(C=C24)OCO5)OC6C(C(C7C(O6)COC(O7)C8=CC=CS8)O)O. Drug 2: CCN(CC)CCCC(C)NC1=C2C=C(C=CC2=NC3=C1C=CC(=C3)Cl)OC. Cell line: A549. Synergy scores: CSS=51.9, Synergy_ZIP=6.97, Synergy_Bliss=8.27, Synergy_Loewe=-12.4, Synergy_HSA=9.44. (6) Drug 1: C1=NC2=C(N=C(N=C2N1C3C(C(C(O3)CO)O)O)F)N. Drug 2: C(CC(=O)O)C(=O)CN.Cl. Cell line: UO-31. Synergy scores: CSS=-2.07, Synergy_ZIP=-0.405, Synergy_Bliss=0.511, Synergy_Loewe=-1.32, Synergy_HSA=-0.934. (7) Drug 1: CC1C(C(CC(O1)OC2CC(CC3=C2C(=C4C(=C3O)C(=O)C5=C(C4=O)C(=CC=C5)OC)O)(C(=O)CO)O)N)O.Cl. Drug 2: C1CN(CCN1C(=O)CCBr)C(=O)CCBr. Cell line: HOP-62. Synergy scores: CSS=37.8, Synergy_ZIP=-3.08, Synergy_Bliss=-1.18, Synergy_Loewe=1.57, Synergy_HSA=-0.501. (8) Drug 1: C1=CC(=C2C(=C1NCCNCCO)C(=O)C3=C(C=CC(=C3C2=O)O)O)NCCNCCO. Drug 2: C1=CN(C=N1)CC(O)(P(=O)(O)O)P(=O)(O)O. Cell line: NCI-H226. Synergy scores: CSS=0.00200, Synergy_ZIP=-16.1, Synergy_Bliss=-31.6, Synergy_Loewe=-31.9, Synergy_HSA=-28.7. (9) Cell line: T-47D. Drug 2: CN(CCCl)CCCl.Cl. Synergy scores: CSS=32.5, Synergy_ZIP=-0.322, Synergy_Bliss=3.91, Synergy_Loewe=-15.0, Synergy_HSA=0.354. Drug 1: C1=NC2=C(N=C(N=C2N1C3C(C(C(O3)CO)O)O)F)N. (10) Drug 1: CNC(=O)C1=CC=CC=C1SC2=CC3=C(C=C2)C(=NN3)C=CC4=CC=CC=N4. Drug 2: C1CCC(C(C1)N)N.C(=O)(C(=O)[O-])[O-].[Pt+4]. Cell line: IGROV1. Synergy scores: CSS=16.5, Synergy_ZIP=-1.12, Synergy_Bliss=1.35, Synergy_Loewe=-7.18, Synergy_HSA=1.46.